From a dataset of Full USPTO retrosynthesis dataset with 1.9M reactions from patents (1976-2016). Predict the reactants needed to synthesize the given product. (1) Given the product [CH2:3]([C:5]1([TaH3:28][C:13]2([CH2:11][CH3:12])[CH:17]=[CH:16][CH:15]=[CH:14]2)[CH:9]=[CH:8][CH:7]=[CH:6]1)[CH3:4], predict the reactants needed to synthesize it. The reactants are: [BH4-].[Na+].[CH2:3]([C:5]1([Li])[CH:9]=[CH:8][CH:7]=[CH:6]1)[CH3:4].[CH2:11]([C:13]1[CH2:17][CH:16]=[CH:15][CH:14]=1)[CH3:12].C([Li])CCC.[Cl-].[Cl-].[Cl-].[Cl-].[Cl-].[Ta+5:28]. (2) Given the product [F:22][C:21]1[CH:20]=[C:19]2[C:15]([CH:16]=[N:17][N:18]2[CH3:23])=[CH:14][C:13]=1[C@@H:11]([C:8]1[N:6]2[N:7]=[C:2]([N:30]3[CH2:31][CH2:32][N:27]([C:24](=[O:26])[CH3:25])[CH2:28][CH2:29]3)[CH:3]=[CH:4][C:5]2=[N:10][CH:9]=1)[CH3:12], predict the reactants needed to synthesize it. The reactants are: Cl[C:2]1[CH:3]=[CH:4][C:5]2[N:6]([C:8]([C@H:11]([C:13]3[CH:14]=[C:15]4[C:19](=[CH:20][C:21]=3[F:22])[N:18]([CH3:23])[N:17]=[CH:16]4)[CH3:12])=[CH:9][N:10]=2)[N:7]=1.[C:24]([N:27]1[CH2:32][CH2:31][NH:30][CH2:29][CH2:28]1)(=[O:26])[CH3:25]. (3) The reactants are: [F:1][C:2]([F:20])([F:19])[C:3]1[N:8]=[CH:7][C:6]([C@H:9]([NH:11][C:12](=[O:18])[O:13][C:14]([CH3:17])([CH3:16])[CH3:15])[CH3:10])=[CH:5][CH:4]=1.C(C1C=C(C)C=C(C(C)(C)C)C=1[OH:36])(C)(C)C.ClC1C=CC=C(C(OO)=O)C=1.S([O-])([O-])(=O)=S.[Na+].[Na+].C(=O)(O)[O-].[Na+]. Given the product [O-:36][N+:8]1[C:3]([C:2]([F:19])([F:1])[F:20])=[CH:4][CH:5]=[C:6]([C@H:9]([NH:11][C:12](=[O:18])[O:13][C:14]([CH3:15])([CH3:16])[CH3:17])[CH3:10])[CH:7]=1, predict the reactants needed to synthesize it. (4) Given the product [NH2:1][C:2]1[N:6]([C:7]2[C:8]([Cl:18])=[CH:9][C:10]([C:14]([F:15])([F:16])[F:17])=[CH:11][C:12]=2[Cl:13])[N:5]=[C:4]([C:19]#[N:20])[C:3]=1[S:21]([C:23]([F:25])([F:24])[F:26])(=[O:27])=[O:22], predict the reactants needed to synthesize it. The reactants are: [NH2:1][C:2]1[N:6]([C:7]2[C:12]([Cl:13])=[CH:11][C:10]([C:14]([F:17])([F:16])[F:15])=[CH:9][C:8]=2[Cl:18])[N:5]=[C:4]([C:19]#[N:20])[C:3]=1[S:21]([C:23]([F:26])([F:25])[F:24])=[O:22].[OH:27]O.O. (5) Given the product [CH:11]1([N:21]([C:16]2[CH:17]=[CH:18][CH:19]=[CH:20][C:15]=2[CH2:13][CH3:14])[C:22]2[N:27]=[CH:26][C:25]3[N:28]=[CH:29][N:30]([CH3:31])[C:24]=3[CH:23]=2)[CH2:12][CH2:7]1, predict the reactants needed to synthesize it. The reactants are: N1C=CC=CC=1[C:7]1[CH:12]=[CH:11]C=CN=1.[CH2:13]([C:15]1[CH:20]=[CH:19][CH:18]=[CH:17][C:16]=1[NH:21][C:22]1[N:27]=[CH:26][C:25]2[N:28]=[CH:29][N:30]([CH3:31])[C:24]=2[CH:23]=1)[CH3:14].C1(B(O)O)CC1.C(=O)([O-])[O-].[Na+].[Na+].[NH4+].[Cl-]. (6) Given the product [N:1]1([C:7]2[CH:16]=[CH:15][C:10]([CH2:11][OH:12])=[C:9]([C:17]([F:18])([F:19])[F:20])[CH:8]=2)[CH2:2][CH2:3][CH2:4][CH2:5][CH2:6]1, predict the reactants needed to synthesize it. The reactants are: [N:1]1([C:7]2[CH:16]=[CH:15][C:10]([C:11](OC)=[O:12])=[C:9]([C:17]([F:20])([F:19])[F:18])[CH:8]=2)[CH2:6][CH2:5][CH2:4][CH2:3][CH2:2]1.CC(C[AlH]CC(C)C)C.CO.[C@H](O)(C([O-])=O)[C@@H](O)C([O-])=O.[Na+].[K+]. (7) Given the product [C:34]([O:26][CH:13]([CH2:14][O:15][C:16]1[CH:25]=[CH:24][C:23]2[C:18](=[CH:19][CH:20]=[CH:21][CH:22]=2)[CH:17]=1)[CH2:12][O:11][C:2]1[CH:3]=[CH:4][C:5]2[C:10](=[CH:9][CH:8]=[CH:7][CH:6]=2)[CH:1]=1)(=[O:37])[CH:35]=[CH2:36], predict the reactants needed to synthesize it. The reactants are: [CH:1]1[C:10]2[C:5](=[CH:6][CH:7]=[CH:8][CH:9]=2)[CH:4]=[CH:3][C:2]=1[O:11][CH2:12][CH:13]([OH:26])[CH2:14][O:15][C:16]1[CH:25]=[CH:24][C:23]2[C:18](=[CH:19][CH:20]=[CH:21][CH:22]=2)[CH:17]=1.C(N(CC)CC)C.[C:34](Cl)(=[O:37])[CH:35]=[CH2:36].